Dataset: Forward reaction prediction with 1.9M reactions from USPTO patents (1976-2016). Task: Predict the product of the given reaction. (1) Given the reactants [C:1]([O:5][C:6]([N:8]1[C:12]2=[N:13][CH:14]=[CH:15][CH:16]=[C:11]2[CH2:10][CH:9]1[C:17]([O-:19])=O)=[O:7])([CH3:4])([CH3:3])[CH3:2].[Li+].[F:21][C:22]1[CH:28]=[CH:27][CH:26]=[C:25]([F:29])[C:23]=1[NH2:24].P(Cl)(Cl)(Cl)=O, predict the reaction product. The product is: [F:21][C:22]1[CH:28]=[CH:27][CH:26]=[C:25]([F:29])[C:23]=1[NH:24][C:17]([CH:9]1[N:8]([C:6]([O:5][C:1]([CH3:2])([CH3:3])[CH3:4])=[O:7])[C:12]2=[N:13][CH:14]=[CH:15][CH:16]=[C:11]2[CH2:10]1)=[O:19]. (2) Given the reactants O=O.[C:3]([O:7][C:8]([N:10]1[CH2:15][CH2:14][C:13]([C:16]2[CH:21]=[CH:20][C:19]([F:22])=[CH:18][CH:17]=2)=[C:12]([C:23]([OH:25])=[O:24])[CH2:11]1)=[O:9])([CH3:6])([CH3:5])[CH3:4].C(N(CC)CC)C.[H][H], predict the reaction product. The product is: [C:3]([O:7][C:8]([N:10]1[CH2:15][CH2:14][C@@H:13]([C:16]2[CH:17]=[CH:18][C:19]([F:22])=[CH:20][CH:21]=2)[C@@H:12]([C:23]([OH:25])=[O:24])[CH2:11]1)=[O:9])([CH3:6])([CH3:4])[CH3:5]. (3) The product is: [CH3:1][N:2]1[CH2:7][CH2:6][CH:5]([NH:8][CH2:9][C:10]2[CH:15]=[C:14]([F:16])[CH:13]=[C:12]([NH2:31])[CH:11]=2)[CH2:4][CH2:3]1. Given the reactants [CH3:1][N:2]1[CH2:7][CH2:6][CH:5]([NH:8][CH2:9][C:10]2[CH:15]=[C:14]([F:16])[CH:13]=[C:12](Br)[CH:11]=2)[CH2:4][CH2:3]1.C(=[NH:31])(C1C=CC=CC=1)C1C=CC=CC=1.CC(C)([O-])C.[Na+].C1(C)C=CC=CC=1, predict the reaction product. (4) Given the reactants Cl.[Br:2][C:3]1[CH:8]=[CH:7][C:6]([N:9]2[C:13]([CH2:14][C@@H:15]3[CH2:19][CH2:18][NH:17][CH2:16]3)=[N:12][NH:11][C:10]2=[O:20])=[CH:5][CH:4]=1.C(N(CC)C(C)C)(C)C.[C:30](Cl)(=[O:33])[CH2:31][CH3:32], predict the reaction product. The product is: [Br:2][C:3]1[CH:8]=[CH:7][C:6]([N:9]2[C:13]([CH2:14][C@@H:15]3[CH2:19][CH2:18][N:17]([C:30](=[O:33])[CH2:31][CH3:32])[CH2:16]3)=[N:12][NH:11][C:10]2=[O:20])=[CH:5][CH:4]=1.